Dataset: Reaction yield outcomes from USPTO patents with 853,638 reactions. Task: Predict the reaction yield, written as a fraction of the theoretical maximum amount of product (1.0 means a 100% yield; for example, 0.34 means a 34% yield). (1) The reactants are [OH-].[Na+].[Cl:3][C:4]1[N:9]=[C:8]([CH:10](C(OCC)=O)[C:11]([O:13]CC)=[O:12])[CH:7]=[N:6][CH:5]=1.Cl. The catalyst is O. The product is [Cl:3][C:4]1[N:9]=[C:8]([CH2:10][C:11]([OH:13])=[O:12])[CH:7]=[N:6][CH:5]=1. The yield is 0.370. (2) The reactants are [F:1][C:2]1[CH:11]=[C:10]2[C:5](C(O[Si](C)(C)C)(C#N)[CH2:7][CH2:8][O:9]2)=[CH:4][CH:3]=1.[C:19]([OH:22])(=[O:21])[CH3:20]. The yield is 0.839. The product is [F:1][C:2]1[CH:11]=[C:10]2[C:5]([CH:20]([C:19]([OH:22])=[O:21])[CH2:7][CH2:8][O:9]2)=[CH:4][CH:3]=1. The catalyst is Cl.O.C(OCC)(=O)C. (3) The reactants are [F:1][C:2]1[CH:10]=[C:9]([F:11])[CH:8]=[C:7]2[C:3]=1[C:4]([S:12]([CH2:15][C:16]([NH:18][C:19]1[CH:23]=[C:22]([CH3:24])[O:21][N:20]=1)=[O:17])(=[O:14])=[O:13])=[CH:5][NH:6]2.[H-].[Na+].[Br:27][C:28]1[CH:29]=[C:30]([CH:33]=[CH:34][CH:35]=1)[CH2:31]Br. The catalyst is CN(C=O)C. The product is [Br:27][C:28]1[CH:29]=[C:30]([CH:33]=[CH:34][CH:35]=1)[CH2:31][N:6]1[C:7]2[C:3](=[C:2]([F:1])[CH:10]=[C:9]([F:11])[CH:8]=2)[C:4]([S:12]([CH2:15][C:16]([NH:18][C:19]2[CH:23]=[C:22]([CH3:24])[O:21][N:20]=2)=[O:17])(=[O:14])=[O:13])=[CH:5]1. The yield is 0.500. (4) The reactants are [F:1][C:2]([F:14])([F:13])[S:3][C:4]1[CH:9]=[CH:8][C:7]([C:10](=O)[CH3:11])=[CH:6][CH:5]=1.[O:15]1[C:19]2=[N:20][CH:21]=[CH:22][CH:23]=[C:18]2[C:17]([NH2:24])=[N:16]1.C([SiH](CC)CC)C.C(O)(C(F)(F)F)=O.C([O-])(O)=O.[Na+]. The catalyst is C(Cl)Cl.CC(=O)OCC.CCCCCC. The product is [F:1][C:2]([F:14])([F:13])[S:3][C:4]1[CH:9]=[CH:8][C:7]([CH:10]([NH:24][C:17]2[C:18]3[C:19](=[N:20][CH:21]=[CH:22][CH:23]=3)[O:15][N:16]=2)[CH3:11])=[CH:6][CH:5]=1. The yield is 0.480. (5) The reactants are [H-].[Na+].[O:3]=[C:4]1[CH2:9][CH2:8][N:7]([C:10]2[CH:23]=[CH:22][C:13]([CH2:14][CH:15]3[S:19][C:18](=[O:20])[NH:17][C:16]3=[O:21])=[CH:12][CH:11]=2)[CH2:6][CH2:5]1.CN(C=O)C.Br[CH2:30][C:31]([O:33][C:34]([CH3:37])([CH3:36])[CH3:35])=[O:32]. The catalyst is O. The product is [O:20]=[C:18]1[N:17]([CH2:30][C:31]([O:33][C:34]([CH3:37])([CH3:36])[CH3:35])=[O:32])[C:16](=[O:21])[CH:15]([CH2:14][C:13]2[CH:12]=[CH:11][C:10]([N:7]3[CH2:8][CH2:9][C:4](=[O:3])[CH2:5][CH2:6]3)=[CH:23][CH:22]=2)[S:19]1. The yield is 0.760. (6) The reactants are [NH:1]1[C:9]2[C:4](=[CH:5][CH:6]=[CH:7][CH:8]=2)[CH2:3][C:2]1=[O:10].[Br:11]N1C(=O)CCC1=O. The catalyst is C(#N)C. The product is [Br:11][C:6]1[CH:5]=[C:4]2[C:9](=[CH:8][CH:7]=1)[NH:1][C:2](=[O:10])[CH2:3]2. The yield is 0.900. (7) The reactants are [CH3:1][O:2][C:3]1[CH:4]=[CH:5][C:6]([N+:12]([O-:14])=[O:13])=[C:7]([CH:11]=1)[C:8](O)=[O:9].O=S(Cl)Cl.C[N:20](C=O)C. No catalyst specified. The product is [CH3:1][O:2][C:3]1[CH:4]=[CH:5][C:6]([N+:12]([O-:14])=[O:13])=[C:7]([CH:11]=1)[C:8]([NH2:20])=[O:9]. The yield is 0.800.